The task is: Binary Classification. Given a drug SMILES string, predict its activity (active/inactive) in a high-throughput screening assay against a specified biological target.. This data is from HIV replication inhibition screening data with 41,000+ compounds from the AIDS Antiviral Screen. (1) The compound is CC(C)(C)[Si](C)(C)OC1C(=CC#N)C(n2ccc(=O)[nH]c2=O)OC1CO. The result is 0 (inactive). (2) The molecule is CCNc1cnc2c(n1)c(=O)n(C)c(=O)n2C. The result is 0 (inactive). (3) The result is 0 (inactive). The molecule is COc1ccc2cc(C(=O)Nc3ccc(O)c(C(=O)O)c3)ccc2c1OC. (4) The drug is NC1C2C(CC(=O)O)OCC=C3CN4CCC1(C(=O)C(=O)O)C4CC32. The result is 0 (inactive). (5) The drug is Cc1ccnc(SC(F)(F)c2nc3ccccc3o2)n1. The result is 1 (active). (6) The molecule is CC1(C)CNCC(C)(OCc2ccccc2)C(=O)NC(C)(C)CNCC(C)(OCc2ccccc2)C(=O)N1. The result is 1 (active).